From a dataset of Catalyst prediction with 721,799 reactions and 888 catalyst types from USPTO. Predict which catalyst facilitates the given reaction. (1) Reactant: C([C:4]1[CH:5]=[C:6]2[C:11](=[CH:12][CH:13]=1)[CH2:10][C:9]1([C:17](=[O:18])[NH:16][C:15](=[O:19])[NH:14]1)[CH2:8][CH2:7]2)(O)=O.[N-:20]=[N+]=[N-].[Na+].[OH-].[Na+]. Product: [NH2:20][C:4]1[CH:5]=[C:6]2[C:11](=[CH:12][CH:13]=1)[CH2:10][C:9]1([C:17](=[O:18])[NH:16][C:15](=[O:19])[NH:14]1)[CH2:8][CH2:7]2. The catalyst class is: 82. (2) Reactant: [CH3:1][C:2]([CH3:16])=[CH:3][CH2:4][CH2:5]/[C:6](/[CH3:15])=[CH:7]/[CH2:8][CH2:9]/[C:10](/[CH3:14])=[CH:11]/[CH2:12]O.[CH2:17](Br)[CH:18]=[C:19]([CH2:21][CH2:22][CH:23]=[C:24]([CH2:26][CH2:27][CH:28]=[C:29]([CH3:31])[CH3:30])[CH3:25])[CH3:20].[C:33]1([S:39]([O-:41])=[O:40])[CH:38]=[CH:37][CH:36]=[CH:35][CH:34]=1.[Na+].C([Li])C[CH2:45][CH3:46].FC(F)(F)S([O-])(=O)=[O:51].CN(C)[CH:58]=[O:59]. Product: [CH3:14][C:10]([CH2:9][CH2:8][CH:7]=[C:6]([CH3:15])[CH2:5][CH2:4][CH:3]=[C:2]([CH3:16])[CH3:1])=[CH:11][CH2:12][S:39]([C:33]1[CH:38]=[CH:37][CH:36]=[CH:35][CH:34]=1)(=[O:41])=[O:40].[CH3:45][C:46]1[C:58]2[O:59][C@@:24]([CH2:26][CH2:27]/[CH:28]=[C:29](/[CH2:31][CH2:12]/[CH:11]=[C:10](/[CH2:9][CH2:8][CH:7]=[C:6]([CH3:5])[CH3:15])\[CH3:14])\[CH3:30])([CH3:25])[CH2:23][CH2:22][C:21]=2[C:19]([CH3:20])=[C:18]([OH:51])[CH:17]=1. The catalyst class is: 7. (3) Reactant: Cl.[CH3:2][C:3]1[N:7]([C:8]([C:21]2[CH:26]=[CH:25][CH:24]=[CH:23][CH:22]=2)([C:15]2[CH:20]=[CH:19][CH:18]=[CH:17][CH:16]=2)[C:9]2[CH:14]=[CH:13][CH:12]=[CH:11][CH:10]=2)[CH:6]=[N:5][C:4]=1[C:27](=[O:38])[CH2:28][CH2:29][CH2:30][O:31]C1CCCCO1.C([O-])(O)=O.[Na+].C(OCC)(=O)C. Product: [OH:31][CH2:30][CH2:29][CH2:28][C:27]([C:4]1[N:5]=[CH:6][N:7]([C:8]([C:21]2[CH:26]=[CH:25][CH:24]=[CH:23][CH:22]=2)([C:15]2[CH:16]=[CH:17][CH:18]=[CH:19][CH:20]=2)[C:9]2[CH:14]=[CH:13][CH:12]=[CH:11][CH:10]=2)[C:3]=1[CH3:2])=[O:38]. The catalyst class is: 20.